From a dataset of Forward reaction prediction with 1.9M reactions from USPTO patents (1976-2016). Predict the product of the given reaction. (1) Given the reactants [BH4-].[Na+].[C:3]([O:7][C:8]([N:10]1[CH2:14][CH2:13][C@H:12]([C:15](=[O:20])[CH2:16][CH:17]([CH3:19])[CH3:18])[CH2:11]1)=[O:9])([CH3:6])([CH3:5])[CH3:4], predict the reaction product. The product is: [C:3]([O:7][C:8]([N:10]1[CH2:14][CH2:13][C@H:12]([CH:15]([OH:20])[CH2:16][CH:17]([CH3:18])[CH3:19])[CH2:11]1)=[O:9])([CH3:6])([CH3:5])[CH3:4]. (2) Given the reactants [C:1]([C:3]1[C:12]2[C:7](=[CH:8][CH:9]=[CH:10][CH:11]=2)[C:6](F)=[CH:5][CH:4]=1)#[N:2].[CH2:14]([N:16]([CH2:25][CH3:26])[C:17](=[O:24])[CH:18]1[CH2:23][CH2:22][CH2:21][NH:20][CH2:19]1)[CH3:15], predict the reaction product. The product is: [CH2:25]([N:16]([CH2:14][CH3:15])[C:17]([CH:18]1[CH2:23][CH2:22][CH2:21][N:20]([C:6]2[C:7]3[C:12](=[CH:11][CH:10]=[CH:9][CH:8]=3)[C:3]([C:1]#[N:2])=[CH:4][CH:5]=2)[CH2:19]1)=[O:24])[CH3:26]. (3) Given the reactants [Br:1][C:2]1[CH:3]=[CH:4][C:5]([O:15][CH2:16][CH:17]2[CH2:19][CH2:18]2)=[C:6](/[CH:8]=[CH:9]/[C:10](OCC)=[O:11])[CH:7]=1.[H-].C([Al+]CC(C)C)C(C)C.[C@H](O)(C([O-])=O)[C@@H](O)C([O-])=O.[Na+].[K+].CCOC(C)=O, predict the reaction product. The product is: [Br:1][C:2]1[CH:3]=[CH:4][C:5]([O:15][CH2:16][CH:17]2[CH2:18][CH2:19]2)=[C:6](/[CH:8]=[CH:9]/[CH2:10][OH:11])[CH:7]=1. (4) Given the reactants [CH3:1][C:2]1[C:11]2[C:6](=[C:7]([CH3:12])[CH:8]=[CH:9][CH:10]=2)[CH2:5][CH2:4][N:3]=1.C(O[BH-](OC(=O)C)OC(=O)C)(=O)C.[Na+], predict the reaction product. The product is: [CH3:1][CH:2]1[C:11]2[C:6](=[C:7]([CH3:12])[CH:8]=[CH:9][CH:10]=2)[CH2:5][CH2:4][NH:3]1. (5) Given the reactants C(NC(C)C)(C)C.C([Li])CCC.[O:13]1[CH2:18][CH2:17][CH2:16][C:15](=[O:19])[CH2:14]1.C1C=CC(N([S:27]([C:30]([F:33])([F:32])[F:31])(=[O:29])=[O:28])[S:27]([C:30]([F:33])([F:32])[F:31])(=[O:29])=[O:28])=CC=1.C(=O)(O)[O-].[Na+], predict the reaction product. The product is: [F:31][C:30]([F:33])([F:32])[S:27]([O:19][C:15]1[CH2:14][O:13][CH2:18][CH2:17][CH:16]=1)(=[O:29])=[O:28].